This data is from Catalyst prediction with 721,799 reactions and 888 catalyst types from USPTO. The task is: Predict which catalyst facilitates the given reaction. Reactant: [Br:1][C:2]1[CH:3]=[CH:4][CH:5]=[C:6]2[C:11]=1[N:10]=[C:9]([CH2:12]Br)[CH:8]=[CH:7]2.[CH3:14][NH2:15]. Product: [Br:1][C:2]1[CH:3]=[CH:4][CH:5]=[C:6]2[C:11]=1[N:10]=[C:9]([CH2:12][NH:15][CH3:14])[CH:8]=[CH:7]2. The catalyst class is: 7.